This data is from Forward reaction prediction with 1.9M reactions from USPTO patents (1976-2016). The task is: Predict the product of the given reaction. (1) Given the reactants [C:1]([C:5]1[N:6]=[C:7]([N:22]2[CH2:27][CH2:26][O:25][CH2:24][CH2:23]2)[C:8]2[N:13]=[N:12][N:11]([CH2:14][C:15]3[CH:20]=[CH:19][CH:18]=[CH:17][C:16]=3[Cl:21])[C:9]=2[N:10]=1)([CH3:4])([CH3:3])[CH3:2].C(C1N=C(Cl)C2N=NN(CC3C=CC=CC=3Cl)C=2N=1)(C)(C)C.N1CCC(O)C1, predict the reaction product. The product is: [C:1]([C:5]1[N:6]=[C:7]([N:22]2[CH2:23][CH2:24][CH:26]([OH:25])[CH2:27]2)[C:8]2[N:13]=[N:12][N:11]([CH2:14][C:15]3[CH:20]=[CH:19][CH:18]=[CH:17][C:16]=3[Cl:21])[C:9]=2[N:10]=1)([CH3:2])([CH3:3])[CH3:4]. (2) Given the reactants [CH:1]12[CH2:10][CH:5]3[CH2:6][CH:7]([CH2:9][CH:3]([CH2:4]3)[CH:2]1[NH2:11])[CH2:8]2.[CH2:12]1[CH2:19][O:18][S:15](=[O:17])(=[O:16])[CH2:14][CH2:13]1, predict the reaction product. The product is: [CH:1]12[CH2:10][CH:5]3[CH2:6][CH:7]([CH2:9][CH:3]([CH2:4]3)[CH:2]1[NH:11][CH2:19][CH2:12][CH2:13][CH2:14][S:15]([OH:18])(=[O:17])=[O:16])[CH2:8]2. (3) Given the reactants [NH2:1][C:2]1[CH:3]=[C:4]([C:8]2[N:13]3[N:14]=[C:15]([NH:17][C:18]4[CH:23]=[CH:22][C:21]([O:24][CH2:25][CH2:26][N:27]5[CH2:31][CH2:30][CH2:29][CH2:28]5)=[CH:20][CH:19]=4)[N:16]=[C:12]3[CH:11]=[CH:10][CH:9]=2)[CH:5]=[CH:6][CH:7]=1.[C:32]1([N:38]=[C:39]=[O:40])[CH:37]=[CH:36][CH:35]=[CH:34][CH:33]=1, predict the reaction product. The product is: [C:32]1([NH:38][C:39]([NH:1][C:2]2[CH:7]=[CH:6][CH:5]=[C:4]([C:8]3[N:13]4[N:14]=[C:15]([NH:17][C:18]5[CH:23]=[CH:22][C:21]([O:24][CH2:25][CH2:26][N:27]6[CH2:28][CH2:29][CH2:30][CH2:31]6)=[CH:20][CH:19]=5)[N:16]=[C:12]4[CH:11]=[CH:10][CH:9]=3)[CH:3]=2)=[O:40])[CH:37]=[CH:36][CH:35]=[CH:34][CH:33]=1.